Predict the product of the given reaction. From a dataset of Forward reaction prediction with 1.9M reactions from USPTO patents (1976-2016). (1) Given the reactants [CH2:1]([N:12]([CH2:17][C:18]([OH:20])=[O:19])[CH2:13][C:14]([OH:16])=[O:15])[CH2:2][N:3]([CH2:8][C:9]([OH:11])=[O:10])[CH2:4][C:5]([OH:7])=[O:6].[C:21]([OH:30])(=[O:29])[CH2:22][CH2:23][CH2:24][CH2:25][CH2:26][CH2:27][CH3:28], predict the reaction product. The product is: [C:21]([OH:30])(=[O:29])[CH2:22][CH2:23][CH2:24][CH2:25][CH2:26][CH2:27][CH3:28].[CH2:2]([N:3]([CH2:8][C:9]([OH:11])=[O:10])[CH2:4][C:5]([OH:7])=[O:6])[CH2:1][N:12]([CH2:17][C:18]([OH:20])=[O:19])[CH2:13][C:14]([OH:16])=[O:15].[C:18]([OH:20])(=[O:19])[CH2:17][CH2:21][CH2:22][CH2:23][CH2:24][CH2:25][CH3:26]. (2) Given the reactants [C:1]([C:8]1NC=CN=1)([C:3]1[NH:4]C=CN=1)=O.[CH:13]1([N:17]2[CH2:23][CH2:22][C:21]3[CH:24]=[CH:25][C:26]([O:28][C:29]4[N:34]=[CH:33][C:32]([C:35]([OH:37])=O)=[CH:31][CH:30]=4)=[CH:27][C:20]=3[CH2:19][CH2:18]2)[CH2:16][CH2:15][CH2:14]1.C1(N)CC1, predict the reaction product. The product is: [CH:13]1([N:17]2[CH2:23][CH2:22][C:21]3[CH:24]=[CH:25][C:26]([O:28][C:29]4[N:34]=[CH:33][C:32]([C:35]([NH:4][CH:3]5[CH2:1][CH2:8]5)=[O:37])=[CH:31][CH:30]=4)=[CH:27][C:20]=3[CH2:19][CH2:18]2)[CH2:14][CH2:15][CH2:16]1. (3) Given the reactants [CH3:1][O:2][CH2:3][CH2:4][CH2:5][O:6][C:7]1[CH:8]=[C:9]([CH:11]=[CH:12][CH:13]=1)[NH2:10].C(O)(=O)C.[O-:18][C:19]#[N:20].[K+], predict the reaction product. The product is: [CH3:1][O:2][CH2:3][CH2:4][CH2:5][O:6][C:7]1[CH:8]=[C:9]([NH:10][C:19]([NH2:20])=[O:18])[CH:11]=[CH:12][CH:13]=1. (4) Given the reactants [NH2:1][CH2:2][CH2:3][CH2:4][NH:5][CH2:6][C:7]1[CH:12]=[CH:11][CH:10]=[CH:9][CH:8]=1.[C:13]([O:17][C:18](ON=C(C1C=CC=CC=1)C#N)=[O:19])([CH3:16])([CH3:15])[CH3:14], predict the reaction product. The product is: [C:13]([O:17][C:18]([NH:1][CH2:2][CH2:3][CH2:4][NH:5][CH2:6][C:7]1[CH:12]=[CH:11][CH:10]=[CH:9][CH:8]=1)=[O:19])([CH3:16])([CH3:15])[CH3:14]. (5) Given the reactants [CH3:1][C:2]([OH:11])([CH2:4][CH2:5][C:6]1[S:7][CH:8]=[CH:9][CH:10]=1)[CH3:3].[Li+].CC([N-]C(C)C)C.COB(OC)OC.[Cl:27][C:28]1[N:33]=[C:32](Cl)[CH:31]=[CH:30][N:29]=1.C(=O)(O)[O-].[Na+], predict the reaction product. The product is: [Cl:27][C:28]1[N:33]=[C:32]([C:8]2[S:7][C:6]([CH2:5][CH2:4][C:2]([CH3:1])([OH:11])[CH3:3])=[CH:10][CH:9]=2)[CH:31]=[CH:30][N:29]=1.